Dataset: Reaction yield outcomes from USPTO patents with 853,638 reactions. Task: Predict the reaction yield, written as a fraction of the theoretical maximum amount of product (1.0 means a 100% yield; for example, 0.34 means a 34% yield). (1) The reactants are [C:1]([O:5][C:6]([N:8]1[CH2:11][CH:10]([C:12]2[C:21](Cl)=[N:20][C:19]3[C:14](=[CH:15][CH:16]=[CH:17][CH:18]=3)[N:13]=2)[CH2:9]1)=[O:7])([CH3:4])([CH3:3])[CH3:2].[NH:23]1[CH2:28][CH2:27][CH:26]([CH2:29][OH:30])[CH2:25][CH2:24]1.CCN(CC)CC. The catalyst is CS(C)=O.O. The product is [C:1]([O:5][C:6]([N:8]1[CH2:11][CH:10]([C:12]2[C:21]([N:23]3[CH2:28][CH2:27][CH:26]([CH2:29][OH:30])[CH2:25][CH2:24]3)=[N:20][C:19]3[C:14](=[CH:15][CH:16]=[CH:17][CH:18]=3)[N:13]=2)[CH2:9]1)=[O:7])([CH3:4])([CH3:3])[CH3:2]. The yield is 0.842. (2) The catalyst is C(Cl)Cl. The reactants are C(Cl)(=O)C(Cl)=O.CS(C)=O.[CH2:11]([O:13][C:14]([N:16]1[CH2:21][CH2:20][CH:19]([NH:22][S:23]([C:26]2[C:35]3[C:30](=[CH:31][CH:32]=[CH:33][CH:34]=3)[C:29]([CH:36]([OH:38])[CH3:37])=[CH:28][CH:27]=2)(=[O:25])=[O:24])[CH2:18][CH2:17]1)=[O:15])[CH3:12].C(N(CC)CC)C. The product is [CH2:11]([O:13][C:14]([N:16]1[CH2:21][CH2:20][CH:19]([NH:22][S:23]([C:26]2[C:35]3[C:30](=[CH:31][CH:32]=[CH:33][CH:34]=3)[C:29]([C:36](=[O:38])[CH3:37])=[CH:28][CH:27]=2)(=[O:24])=[O:25])[CH2:18][CH2:17]1)=[O:15])[CH3:12]. The yield is 0.250. (3) The reactants are Br[CH2:2][C:3]1[CH:8]=[CH:7][C:6]([C:9]2[CH:14]=[C:13]([N:15]([CH2:22][CH3:23])[CH:16]3[CH2:21][CH2:20][O:19][CH2:18][CH2:17]3)[C:12]([CH3:24])=[C:11]([C:25]([NH:27][CH2:28][C:29]3[C:30](=[O:37])[NH:31][C:32]([CH3:36])=[CH:33][C:34]=3[CH3:35])=[O:26])[CH:10]=2)=[CH:5][CH:4]=1.[NH:38]1[CH2:43][CH2:42][O:41][CH2:40][C:39]1=[O:44].[H-].[Na+]. The catalyst is CN(C=O)C. The product is [CH3:35][C:34]1[CH:33]=[C:32]([CH3:36])[NH:31][C:30](=[O:37])[C:29]=1[CH2:28][NH:27][C:25]([C:11]1[CH:10]=[C:9]([C:6]2[CH:7]=[CH:8][C:3]([CH2:2][N:38]3[CH2:43][CH2:42][O:41][CH2:40][C:39]3=[O:44])=[CH:4][CH:5]=2)[CH:14]=[C:13]([N:15]([CH2:22][CH3:23])[CH:16]2[CH2:17][CH2:18][O:19][CH2:20][CH2:21]2)[C:12]=1[CH3:24])=[O:26]. The yield is 0.290. (4) The reactants are [CH2:1]([O:3][C:4]([C:6]1[CH:7]=[N:8][N:9]([CH3:14])[C:10]=1[C:11](Cl)=[O:12])=[O:5])[CH3:2].[C:15]1([C:21]2[N:22]=[C:23]3[N:28]=[C:27]([NH2:29])[CH:26]=[CH:25][N:24]3[CH:30]=2)[CH:20]=[CH:19][CH:18]=[CH:17][CH:16]=1.C(N(CC)CC)C. The catalyst is ClCCl. The product is [CH2:1]([O:3][C:4]([C:6]1[CH:7]=[N:8][N:9]([CH3:14])[C:10]=1[C:11](=[O:12])[NH:29][C:27]1[CH:26]=[CH:25][N:24]2[CH:30]=[C:21]([C:15]3[CH:20]=[CH:19][CH:18]=[CH:17][CH:16]=3)[N:22]=[C:23]2[N:28]=1)=[O:5])[CH3:2]. The yield is 0.710. (5) The reactants are [C:1]([O:5][C:6]([N:8]1[CH2:13][CH2:12][N:11]([C:14]2C(=O)N(CC(C)C)N=C(C3C=CC(C)=C(F)C=3)[C:19]=2C)[CH2:10][CH2:9]1)=[O:7])([CH3:4])([CH3:3])[CH3:2].[CH:34]1([CH2:37][N:38]2[C:43](=[O:44])[C:42]([CH2:45]CCOS(C)(=O)=O)=[CH:41][C:40]([C:53]3[CH:58]=[CH:57][C:56]([O:59][CH3:60])=[C:55]([F:61])[CH:54]=3)=[N:39]2)[CH2:36][CH2:35]1.N1(C(OC(C)(C)C)=O)CCNCC1. No catalyst specified. The product is [CH:34]1([CH2:37][N:38]2[C:43](=[O:44])[C:42]([CH2:45][CH2:19][CH2:14][N:11]3[CH2:12][CH2:13][N:8]([C:6]([O:5][C:1]([CH3:2])([CH3:4])[CH3:3])=[O:7])[CH2:9][CH2:10]3)=[CH:41][C:40]([C:53]3[CH:58]=[CH:57][C:56]([O:59][CH3:60])=[C:55]([F:61])[CH:54]=3)=[N:39]2)[CH2:36][CH2:35]1. The yield is 0.769.